This data is from HIV replication inhibition screening data with 41,000+ compounds from the AIDS Antiviral Screen. The task is: Binary Classification. Given a drug SMILES string, predict its activity (active/inactive) in a high-throughput screening assay against a specified biological target. The molecule is CN(C)CCCNC(=O)c1cc(NC(=O)c2cc(NC(=O)c3cc(NC(=O)CCCn4ccc(CO)c4CO)cn3C)cn2C)cn1C. The result is 0 (inactive).